Dataset: Forward reaction prediction with 1.9M reactions from USPTO patents (1976-2016). Task: Predict the product of the given reaction. (1) Given the reactants [Cl:1][C:2]1[CH:9]=[C:8](F)[CH:7]=[CH:6][C:3]=1[CH:4]=[O:5].[Na+].[CH3:12][S:13]([O-:15])=[O:14], predict the reaction product. The product is: [Cl:1][C:2]1[CH:9]=[C:8]([S:13]([CH3:12])(=[O:15])=[O:14])[CH:7]=[CH:6][C:3]=1[CH:4]=[O:5]. (2) Given the reactants [Cl:1][C:2]1[N:7]=[C:6]([NH:8][C:9]([CH:13]2[CH2:15][CH2:14]2)([CH3:12])[CH2:10][OH:11])[CH:5]=[CH:4][N:3]=1.C(N(CC)CC)C.Cl[C:24](Cl)([O:26]C(=O)OC(Cl)(Cl)Cl)Cl, predict the reaction product. The product is: [Cl:1][C:2]1[N:7]=[C:6]([N:8]2[C:9]([CH:13]3[CH2:15][CH2:14]3)([CH3:12])[CH2:10][O:11][C:24]2=[O:26])[CH:5]=[CH:4][N:3]=1. (3) Given the reactants [CH3:1][S:2][C:3]1[N:4]=[CH:5][C:6]2[S:11][C:10]([C:12]([O:14][CH3:15])=[O:13])=[C:9](OS(C(F)(F)F)(=O)=O)[C:7]=2[N:8]=1.[F:24][C:25]1[CH:30]=[CH:29][C:28](B(O)O)=[CH:27][CH:26]=1.CC(N=P(N1CCCC1)(N1CCCC1)N1CCCC1)(C)C.ClCCl, predict the reaction product. The product is: [F:24][C:25]1[CH:30]=[CH:29][C:28]([C:9]2[C:7]3[N:8]=[C:3]([S:2][CH3:1])[N:4]=[CH:5][C:6]=3[S:11][C:10]=2[C:12]([O:14][CH3:15])=[O:13])=[CH:27][CH:26]=1. (4) Given the reactants C[O:2][C:3]([C:5]1[C:9]([NH:10][C:11]([C:13]2[CH:18]=[CH:17][CH:16]=[C:15]([C:19]3[CH:20]=[N:21][N:22]([CH2:24][CH2:25][CH2:26][S:27][CH2:28][CH2:29][NH2:30])[CH:23]=3)[N:14]=2)=[O:12])=[CH:8][N:7]([CH:31]2[CH2:36][CH2:35][O:34][CH2:33][CH2:32]2)[N:6]=1)=[O:4].O.[OH-].[Li+:39], predict the reaction product. The product is: [NH2:30][CH2:29][CH2:28][S:27][CH2:26][CH2:25][CH2:24][N:22]1[CH:23]=[C:19]([C:15]2[N:14]=[C:13]([C:11]([NH:10][C:9]3[C:5]([C:3]([O-:4])=[O:2])=[N:6][N:7]([CH:31]4[CH2:32][CH2:33][O:34][CH2:35][CH2:36]4)[CH:8]=3)=[O:12])[CH:18]=[CH:17][CH:16]=2)[CH:20]=[N:21]1.[Li+:39].